Dataset: Full USPTO retrosynthesis dataset with 1.9M reactions from patents (1976-2016). Task: Predict the reactants needed to synthesize the given product. (1) Given the product [Cl:1][C:2]1[CH:3]=[CH:4][C:5]([CH3:9])=[C:6]([NH:7][C:10](=[NH:17])[C:11]2[CH:16]=[CH:15][CH:14]=[N:13][CH:12]=2)[CH:8]=1, predict the reactants needed to synthesize it. The reactants are: [Cl:1][C:2]1[CH:3]=[CH:4][C:5]([CH3:9])=[C:6]([CH:8]=1)[NH2:7].[C:10](#[N:17])[C:11]1[CH:16]=[CH:15][CH:14]=[N:13][CH:12]=1. (2) The reactants are: [C:1]([O:5][C:6]([NH:8][C:9]1[C:13](Br)=[N:12][N:11]([CH:15]([CH3:17])[CH3:16])[C:10]=1[NH:18][C:19](=[O:21])[O-:20])=[O:7])([CH3:4])([CH3:3])[CH3:2].C[Li].[C:24]([Li])([CH3:27])([CH3:26])[CH3:25].CN(C)[CH:31]=[O:32]. Given the product [C:1]([O:5][C:6]([NH:8][C:9]1[C:13]([CH:31]=[O:32])=[N:12][N:11]([CH:15]([CH3:17])[CH3:16])[C:10]=1[NH:18][C:19](=[O:21])[O:20][C:24]([CH3:27])([CH3:26])[CH3:25])=[O:7])([CH3:4])([CH3:3])[CH3:2], predict the reactants needed to synthesize it. (3) Given the product [OH:6][CH:5]([C:7]1[CH:16]=[CH:15][C:14]2[C:9](=[C:10]([N:17]3[CH2:18][CH2:19][CH:20]([CH2:23][NH:24][C:25](=[O:31])[O:26][C:27]([CH3:29])([CH3:28])[CH3:30])[CH2:21][CH2:22]3)[CH:11]=[CH:12][CH:13]=2)[N:8]=1)[CH2:4][OH:3], predict the reactants needed to synthesize it. The reactants are: CC1(C)[O:6][CH:5]([C:7]2[CH:16]=[CH:15][C:14]3[C:9](=[C:10]([N:17]4[CH2:22][CH2:21][CH:20]([CH2:23][NH:24][C:25](=[O:31])[O:26][C:27]([CH3:30])([CH3:29])[CH3:28])[CH2:19][CH2:18]4)[CH:11]=[CH:12][CH:13]=3)[N:8]=2)[CH2:4][O:3]1.Cl.